Dataset: NCI-60 drug combinations with 297,098 pairs across 59 cell lines. Task: Regression. Given two drug SMILES strings and cell line genomic features, predict the synergy score measuring deviation from expected non-interaction effect. (1) Cell line: EKVX. Drug 1: CC1=CC2C(CCC3(C2CCC3(C(=O)C)OC(=O)C)C)C4(C1=CC(=O)CC4)C. Drug 2: CC12CCC3C(C1CCC2OP(=O)(O)O)CCC4=C3C=CC(=C4)OC(=O)N(CCCl)CCCl.[Na+]. Synergy scores: CSS=2.26, Synergy_ZIP=-2.84, Synergy_Bliss=-3.30, Synergy_Loewe=-2.65, Synergy_HSA=-2.38. (2) Drug 1: C1=NNC2=C1C(=O)NC=N2. Drug 2: CC1C(C(CC(O1)OC2CC(CC3=C2C(=C4C(=C3O)C(=O)C5=C(C4=O)C(=CC=C5)OC)O)(C(=O)CO)O)N)O.Cl. Cell line: NCI-H460. Synergy scores: CSS=49.2, Synergy_ZIP=1.75, Synergy_Bliss=1.62, Synergy_Loewe=-20.7, Synergy_HSA=3.62. (3) Drug 1: C1=CC(=C2C(=C1NCCNCCO)C(=O)C3=C(C=CC(=C3C2=O)O)O)NCCNCCO. Drug 2: C1CN(CCN1C(=O)CCBr)C(=O)CCBr. Synergy scores: CSS=29.3, Synergy_ZIP=0.632, Synergy_Bliss=3.27, Synergy_Loewe=-12.4, Synergy_HSA=2.72. Cell line: SK-MEL-5. (4) Drug 1: CC1C(C(CC(O1)OC2CC(CC3=C2C(=C4C(=C3O)C(=O)C5=C(C4=O)C(=CC=C5)OC)O)(C(=O)C)O)N)O.Cl. Drug 2: CC(C)NC(=O)C1=CC=C(C=C1)CNNC.Cl. Cell line: SF-539. Synergy scores: CSS=23.2, Synergy_ZIP=2.40, Synergy_Bliss=1.25, Synergy_Loewe=-34.1, Synergy_HSA=1.06. (5) Drug 1: C1=CC(=CC=C1C#N)C(C2=CC=C(C=C2)C#N)N3C=NC=N3. Drug 2: CC1=C2C(C(=O)C3(C(CC4C(C3C(C(C2(C)C)(CC1OC(=O)C(C(C5=CC=CC=C5)NC(=O)C6=CC=CC=C6)O)O)OC(=O)C7=CC=CC=C7)(CO4)OC(=O)C)O)C)OC(=O)C. Cell line: OVCAR-5. Synergy scores: CSS=38.2, Synergy_ZIP=8.72, Synergy_Bliss=5.08, Synergy_Loewe=-27.6, Synergy_HSA=-15.2.